Task: Regression. Given two drug SMILES strings and cell line genomic features, predict the synergy score measuring deviation from expected non-interaction effect.. Dataset: NCI-60 drug combinations with 297,098 pairs across 59 cell lines (1) Drug 1: CC1CCC2CC(C(=CC=CC=CC(CC(C(=O)C(C(C(=CC(C(=O)CC(OC(=O)C3CCCCN3C(=O)C(=O)C1(O2)O)C(C)CC4CCC(C(C4)OC)O)C)C)O)OC)C)C)C)OC. Drug 2: C1CN(P(=O)(OC1)NCCCl)CCCl. Cell line: 786-0. Synergy scores: CSS=5.86, Synergy_ZIP=-4.59, Synergy_Bliss=2.10, Synergy_Loewe=-8.98, Synergy_HSA=1.01. (2) Drug 1: CC1=C2C(C(=O)C3(C(CC4C(C3C(C(C2(C)C)(CC1OC(=O)C(C(C5=CC=CC=C5)NC(=O)OC(C)(C)C)O)O)OC(=O)C6=CC=CC=C6)(CO4)OC(=O)C)OC)C)OC. Drug 2: C1CC(=O)NC(=O)C1N2CC3=C(C2=O)C=CC=C3N. Cell line: A498. Synergy scores: CSS=36.7, Synergy_ZIP=1.42, Synergy_Bliss=3.64, Synergy_Loewe=-11.8, Synergy_HSA=6.08. (3) Drug 1: CN(CC1=CN=C2C(=N1)C(=NC(=N2)N)N)C3=CC=C(C=C3)C(=O)NC(CCC(=O)O)C(=O)O. Drug 2: C(CCl)NC(=O)N(CCCl)N=O. Cell line: COLO 205. Synergy scores: CSS=45.3, Synergy_ZIP=-0.914, Synergy_Bliss=1.14, Synergy_Loewe=-50.2, Synergy_HSA=1.82. (4) Drug 1: COC1=C2C(=CC3=C1OC=C3)C=CC(=O)O2. Drug 2: CC1CCCC2(C(O2)CC(NC(=O)CC(C(C(=O)C(C1O)C)(C)C)O)C(=CC3=CSC(=N3)C)C)C. Cell line: OVCAR-4. Synergy scores: CSS=42.6, Synergy_ZIP=2.87, Synergy_Bliss=2.27, Synergy_Loewe=-6.00, Synergy_HSA=-0.186. (5) Drug 1: C1=NC2=C(N=C(N=C2N1C3C(C(C(O3)CO)O)O)F)N. Drug 2: CC1CCC2CC(C(=CC=CC=CC(CC(C(=O)C(C(C(=CC(C(=O)CC(OC(=O)C3CCCCN3C(=O)C(=O)C1(O2)O)C(C)CC4CCC(C(C4)OC)O)C)C)O)OC)C)C)C)OC. Cell line: OVCAR-4. Synergy scores: CSS=4.08, Synergy_ZIP=-1.51, Synergy_Bliss=2.18, Synergy_Loewe=-3.20, Synergy_HSA=-1.32. (6) Drug 1: C1=NC(=NC(=O)N1C2C(C(C(O2)CO)O)O)N. Drug 2: C(CC(=O)O)C(=O)CN.Cl. Cell line: ACHN. Synergy scores: CSS=30.4, Synergy_ZIP=-0.160, Synergy_Bliss=2.00, Synergy_Loewe=-2.29, Synergy_HSA=2.93. (7) Drug 1: CC12CCC3C(C1CCC2=O)CC(=C)C4=CC(=O)C=CC34C. Drug 2: C1CN(CCN1C(=O)CCBr)C(=O)CCBr. Cell line: HCT116. Synergy scores: CSS=65.5, Synergy_ZIP=1.06, Synergy_Bliss=2.38, Synergy_Loewe=-1.50, Synergy_HSA=0.943.